Dataset: Full USPTO retrosynthesis dataset with 1.9M reactions from patents (1976-2016). Task: Predict the reactants needed to synthesize the given product. Given the product [CH3:1][O:2][C:3]1[C:4]([CH3:31])=[C:5]([C:22]([O:29][CH3:30])=[C:23]([O:27][CH3:28])[C:24]=1[O:25][CH3:26])[CH2:6][C:7]1[CH:8]=[CH:9][C:10]([O:21][CH2:39][C:40]([O:42][CH3:43])=[O:41])=[C:11]([CH:20]=1)[C:12]([N:14]1[CH2:15][CH2:16][O:17][CH2:18][CH2:19]1)=[O:13], predict the reactants needed to synthesize it. The reactants are: [CH3:1][O:2][C:3]1[C:4]([CH3:31])=[C:5]([C:22]([O:29][CH3:30])=[C:23]([O:27][CH3:28])[C:24]=1[O:25][CH3:26])[CH2:6][C:7]1[CH:8]=[CH:9][C:10]([OH:21])=[C:11]([CH:20]=1)[C:12]([N:14]1[CH2:19][CH2:18][O:17][CH2:16][CH2:15]1)=[O:13].C(=O)([O-])[O-].[Na+].[Na+].Br[CH2:39][C:40]([O:42][CH3:43])=[O:41].